From a dataset of Full USPTO retrosynthesis dataset with 1.9M reactions from patents (1976-2016). Predict the reactants needed to synthesize the given product. (1) Given the product [CH:18]1([C:15]2[N:14]=[CH:13][C:12]([N:9]3[C:10]([CH3:11])=[C:6]([C:4]([OH:5])=[O:3])[CH:7]=[N:8]3)=[CH:17][CH:16]=2)[CH2:19][CH2:20]1, predict the reactants needed to synthesize it. The reactants are: C([O:3][C:4]([C:6]1[CH:7]=[N:8][N:9]([C:12]2[CH:13]=[N:14][C:15]([CH:18]3[CH2:20][CH2:19]3)=[CH:16][CH:17]=2)[C:10]=1[CH3:11])=[O:5])C.[OH-].[Na+].O. (2) Given the product [C:1]([NH:4][C:5]1[CH:10]=[CH:9][C:8]([CH2:11][CH2:12][C:13]2[CH:18]=[CH:17][C:16]([CH2:19][C:20]([NH:22][NH:23][C:24]([O:26][C:27]([CH3:30])([CH3:29])[CH3:28])=[O:25])=[O:21])=[CH:15][CH:14]=2)=[CH:7][CH:6]=1)(=[O:3])[CH3:2], predict the reactants needed to synthesize it. The reactants are: [C:1]([NH:4][C:5]1[CH:10]=[CH:9][C:8]([C:11]#[C:12][C:13]2[CH:18]=[CH:17][C:16]([CH2:19][C:20]([NH:22][NH:23][C:24]([O:26][C:27]([CH3:30])([CH3:29])[CH3:28])=[O:25])=[O:21])=[CH:15][CH:14]=2)=[CH:7][CH:6]=1)(=[O:3])[CH3:2]. (3) Given the product [CH:22]1([NH:25][C:16]([NH:6][C:4](=[O:5])[C:3]2[CH:7]=[CH:8][C:9]([Br:15])=[C:10]([O:11][CH:12]([F:13])[F:14])[C:2]=2[Br:1])=[O:20])[CH2:24][CH2:23]1, predict the reactants needed to synthesize it. The reactants are: [Br:1][C:2]1[C:10]([O:11][CH:12]([F:14])[F:13])=[C:9]([Br:15])[CH:8]=[CH:7][C:3]=1[C:4]([NH2:6])=[O:5].[C:16](Cl)(=[O:20])C(Cl)=O.[CH:22]1([NH2:25])[CH2:24][CH2:23]1. (4) Given the product [CH3:1][O:2][C:3]1[CH:8]=[CH:7][C:6]([N:9]2[CH:30]=[N:16][C:15]3[C:10]2=[N:11][C:12]([NH:17][C:18]2[CH:19]=[N:20][N:21]([CH:23]4[CH2:28][CH2:27][N:26]([CH3:29])[CH2:25][CH2:24]4)[CH:22]=2)=[N:13][CH:14]=3)=[CH:5][CH:4]=1, predict the reactants needed to synthesize it. The reactants are: [CH3:1][O:2][C:3]1[CH:8]=[CH:7][C:6]([NH:9][C:10]2[C:15]([NH2:16])=[CH:14][N:13]=[C:12]([NH:17][C:18]3[CH:19]=[N:20][N:21]([CH:23]4[CH2:28][CH2:27][N:26]([CH3:29])[CH2:25][CH2:24]4)[CH:22]=3)[N:11]=2)=[CH:5][CH:4]=1.[CH:30](OCC)(OCC)OCC. (5) Given the product [F:1][C:2]([F:25])([F:24])[C:3]1[CH:8]=[CH:7][C:6]([S:9][C:10]2[N:11]([CH2:20][CH2:21][CH2:22][CH3:23])[C:12]3[N:13]=[CH:14][NH:15][C:16](=[O:27])[C:17]=3[N:18]=2)=[CH:5][CH:4]=1, predict the reactants needed to synthesize it. The reactants are: [F:1][C:2]([F:25])([F:24])[C:3]1[CH:8]=[CH:7][C:6]([S:9][C:10]2[N:11]([CH2:20][CH2:21][CH2:22][CH3:23])[C:12]3[C:17]([N:18]=2)=[C:16](N)[N:15]=[CH:14][N:13]=3)=[CH:5][CH:4]=1.N([O-])=[O:27].[Na+]. (6) Given the product [CH2:16]([O:15][C:13]([CH:12]1[CH2:5][CH:4]1[C:3]1[CH:6]=[CH:7][CH:8]=[CH:9][C:2]=1[F:1])=[O:14])[CH3:17], predict the reactants needed to synthesize it. The reactants are: [F:1][C:2]1[CH:9]=[CH:8][CH:7]=[CH:6][C:3]=1[CH:4]=[CH2:5].[N+](=[CH:12][C:13]([O:15][CH2:16][CH3:17])=[O:14])=[N-]. (7) Given the product [C:1]([O:5][C:6]([N:8]1[CH2:14][CH2:13][CH:12]2[CH:11]([O:23]2)[CH2:10][CH2:9]1)=[O:7])([CH3:4])([CH3:2])[CH3:3], predict the reactants needed to synthesize it. The reactants are: [C:1]([O:5][C:6]([N:8]1[CH2:14][CH2:13][CH:12]=[CH:11][CH2:10][CH2:9]1)=[O:7])([CH3:4])([CH3:3])[CH3:2].ClC1C=CC=C(C(OO)=[O:23])C=1. (8) Given the product [F:18][C:19]1[CH:20]=[C:21]2[C:29](=[CH:30][CH:31]=1)[C:28]1[O:27][N:26]=[C:25]([C:32]([N:10]3[CH2:9][C@H:8]([C:11]4[CH:12]=[CH:13][CH:14]=[CH:15][CH:16]=4)[NH:7][C:6](=[O:17])[C@@H:5]3[CH2:1][CH:2]([CH3:4])[CH3:3])=[O:33])[C:24]=1[CH2:23][CH2:22]2, predict the reactants needed to synthesize it. The reactants are: [CH2:1]([C@@H:5]1[NH:10][CH2:9][C@H:8]([C:11]2[CH:16]=[CH:15][CH:14]=[CH:13][CH:12]=2)[NH:7][C:6]1=[O:17])[CH:2]([CH3:4])[CH3:3].[F:18][C:19]1[CH:20]=[C:21]2[C:29](=[CH:30][CH:31]=1)[C:28]1[O:27][N:26]=[C:25]([C:32](O)=[O:33])[C:24]=1[CH2:23][CH2:22]2.C([C@@H]1N(C([C@@H]2C[C@H]2C2C=CC=CC=2)=O)C[C@H](CC(C)C)NC1=O)C(C)C. (9) Given the product [C:15]1([CH:14]([C:21]2[CH:26]=[CH:25][CH:24]=[CH:23][CH:22]=2)[CH2:13][NH:12][C:10]2[C:9]3[C:4](=[CH:5][CH:6]=[CH:7][CH:8]=3)[N:3]=[C:2]([C:34]3[CH:35]=[CH:36][C:31]4[N:30]=[CH:29][N:28]([CH3:27])[C:32]=4[CH:33]=3)[N:11]=2)[CH:20]=[CH:19][CH:18]=[CH:17][CH:16]=1, predict the reactants needed to synthesize it. The reactants are: Cl[C:2]1[N:11]=[C:10]([NH:12][CH2:13][CH:14]([C:21]2[CH:26]=[CH:25][CH:24]=[CH:23][CH:22]=2)[C:15]2[CH:20]=[CH:19][CH:18]=[CH:17][CH:16]=2)[C:9]2[C:4](=[CH:5][CH:6]=[CH:7][CH:8]=2)[N:3]=1.[CH3:27][N:28]1[C:32]2[CH:33]=[CH:34][C:35](B(O)O)=[CH:36][C:31]=2[N:30]=[CH:29]1.C(NC1C2C(=CC=CC=2)N=C(C2SC3C=CC=CC=3C=2)N=1)(C1C=CC=CC=1)C1C=CC=CC=1.